From a dataset of Forward reaction prediction with 1.9M reactions from USPTO patents (1976-2016). Predict the product of the given reaction. (1) Given the reactants [O:1]1[CH2:6][CH2:5][CH:4]([C:7]([C:9]2[S:13][C:12]([NH2:14])=[N:11][C:10]=2[C:15]2[O:16][CH:17]=[CH:18][CH:19]=2)=[O:8])[CH2:3][CH2:2]1.[CH3:20][N:21]([CH3:31])[C:22]1[CH:23]=[C:24]([CH:28]=[CH:29][CH:30]=1)[C:25](O)=[O:26].CCN=C=NCCCN(C)C.Cl.O.ON1C2C=CC=CC=2N=N1, predict the reaction product. The product is: [CH3:20][N:21]([CH3:31])[C:22]1[CH:23]=[C:24]([CH:28]=[CH:29][CH:30]=1)[C:25]([NH:14][C:12]1[S:13][C:9]([C:7]([CH:4]2[CH2:5][CH2:6][O:1][CH2:2][CH2:3]2)=[O:8])=[C:10]([C:15]2[O:16][CH:17]=[CH:18][CH:19]=2)[N:11]=1)=[O:26]. (2) Given the reactants [CH3:1][O:2][C:3](=[O:64])[NH:4][CH:5]([C:9]([N:11]1[CH2:15][CH2:14][CH2:13][CH:12]1[C:16]1[NH:17][C:18]([C:21]2[CH:30]=[CH:29][C:28]3[C:23](=[CH:24][CH:25]=[C:26]([C:31]4[CH:36]=[CH:35][C:34]([C:37]5[NH:38][C:39]([CH:42]6[CH2:46][CH2:45][CH2:44][N:43]6[C:47](=[O:63])[CH:48]([NH:55][C:56]([O:58][C:59](C)(C)C)=[O:57])[C:49]6[CH:54]=[CH:53][CH:52]=[CH:51][CH:50]=6)=[N:40][CH:41]=5)=[CH:33][CH:32]=4)[CH:27]=3)[CH:22]=2)=[CH:19][N:20]=1)=[O:10])[CH:6]([CH3:8])[CH3:7].COC(N[CH:70](C1C=CC=CC=1)[C:71](O)=O)=O, predict the reaction product. The product is: [CH3:1][O:2][C:3](=[O:64])[NH:4][CH:5]([C:9]([N:11]1[CH2:15][CH2:14][CH2:13][CH:12]1[C:16]1[NH:17][C:18]([C:21]2[CH:30]=[CH:29][C:28]3[C:23](=[CH:24][CH:25]=[C:26]([C:31]4[CH:36]=[CH:35][C:34]([C:37]5[NH:38][C:39]([CH:42]6[CH:46]7[CH2:45][CH:44]([CH2:70][CH2:71]7)[N:43]6[C:47](=[O:63])[CH:48]([NH:55][C:56]([O:58][CH3:59])=[O:57])[C:49]6[CH:50]=[CH:51][CH:52]=[CH:53][CH:54]=6)=[N:40][CH:41]=5)=[CH:33][CH:32]=4)[CH:27]=3)[CH:22]=2)=[CH:19][N:20]=1)=[O:10])[CH:6]([CH3:7])[CH3:8]. (3) Given the reactants [C:1]([O-:4])([O-])=[O:2].[K+].[K+].[OH-].[K+].Cl[CH2:10][C:11]1[CH:12]=[C:13](C(=O)C)[CH:14]=[CH:15][C:16]=1[O:17][CH3:18].S(=O)(=O)(O)[OH:23], predict the reaction product. The product is: [OH:23][CH2:10][C:11]1[CH:12]=[C:13]([CH:14]=[CH:15][C:16]=1[O:17][CH3:18])[C:1]([OH:4])=[O:2]. (4) Given the reactants [C:1]([O:5][C:6]([N:8]1[CH2:13][C@H:12]([CH2:14][OH:15])[NH:11][CH2:10][C@H:9]1[CH3:16])=[O:7])([CH3:4])([CH3:3])[CH3:2].[CH:17](=O)[C:18]1[CH:23]=[CH:22][CH:21]=[CH:20][CH:19]=1.C(O[BH-](OC(=O)C)OC(=O)C)(=O)C.[Na+].ClCCCl, predict the reaction product. The product is: [C:1]([O:5][C:6]([N:8]1[CH2:13][C@H:12]([CH2:14][OH:15])[N:11]([CH2:17][C:18]2[CH:23]=[CH:22][CH:21]=[CH:20][CH:19]=2)[CH2:10][C@H:9]1[CH3:16])=[O:7])([CH3:4])([CH3:3])[CH3:2].